Dataset: Peptide-MHC class I binding affinity with 185,985 pairs from IEDB/IMGT. Task: Regression. Given a peptide amino acid sequence and an MHC pseudo amino acid sequence, predict their binding affinity value. This is MHC class I binding data. (1) The peptide sequence is GIALAVPCV. The MHC is HLA-B46:01 with pseudo-sequence HLA-B46:01. The binding affinity (normalized) is 0.0847. (2) The peptide sequence is WPTPKTHPV. The MHC is HLA-A23:01 with pseudo-sequence HLA-A23:01. The binding affinity (normalized) is 0.213. (3) The peptide sequence is FLKEQGGL. The MHC is HLA-A02:01 with pseudo-sequence HLA-A02:01. The binding affinity (normalized) is 0.258. (4) The peptide sequence is HEEFTTNYL. The MHC is HLA-B46:01 with pseudo-sequence HLA-B46:01. The binding affinity (normalized) is 0.0847. (5) The peptide sequence is GPRRAAWRI. The binding affinity (normalized) is 0.0847. The MHC is HLA-A02:01 with pseudo-sequence HLA-A02:01. (6) The peptide sequence is WASGVPAAT. The MHC is HLA-A02:12 with pseudo-sequence HLA-A02:12. The binding affinity (normalized) is 0.0847. (7) The peptide sequence is TLDTMDDMKK. The MHC is HLA-A11:01 with pseudo-sequence HLA-A11:01. The binding affinity (normalized) is 0.477.